From a dataset of Catalyst prediction with 721,799 reactions and 888 catalyst types from USPTO. Predict which catalyst facilitates the given reaction. (1) Reactant: [F:1][C:2]([F:24])([F:23])[C:3]1[CH:22]=[CH:21][CH:20]=[CH:19][C:4]=1[O:5][CH:6]1[CH2:11][CH2:10][N:9]([C:12]2[S:13][C:14]([C:17]#[N:18])=[CH:15][N:16]=2)[CH2:8][CH2:7]1.[OH2:25].Cl.[NH2:27]O.C([O-])([O-])=O.[Na+].[Na+]. Product: [OH:25][N:18]=[C:17]([C:14]1[S:13][C:12]([N:9]2[CH2:10][CH2:11][CH:6]([O:5][C:4]3[CH:19]=[CH:20][CH:21]=[CH:22][C:3]=3[C:2]([F:23])([F:1])[F:24])[CH2:7][CH2:8]2)=[N:16][CH:15]=1)[NH2:27]. The catalyst class is: 14. (2) Reactant: [Br:1][C:2]1[CH:3]=[C:4]2[C:9](=[CH:10][C:11]=1[CH2:12][N:13]1[CH2:18][CH2:17][NH:16][CH2:15][CH2:14]1)[N:8]=[CH:7][N:6]([NH:19][C:20]1[CH:25]=[C:24]([Cl:26])[CH:23]=[CH:22][C:21]=1[S:27]([CH2:30][CH3:31])(=[O:29])=[O:28])[C:5]2=[O:32].[CH3:33][S:34](Cl)(=[O:36])=[O:35].[Cl-].[NH4+].C(OCC)(=O)C. Product: [Br:1][C:2]1[CH:3]=[C:4]2[C:9](=[CH:10][C:11]=1[CH2:12][N:13]1[CH2:18][CH2:17][N:16]([S:34]([CH3:33])(=[O:36])=[O:35])[CH2:15][CH2:14]1)[N:8]=[CH:7][N:6]([NH:19][C:20]1[CH:25]=[C:24]([Cl:26])[CH:23]=[CH:22][C:21]=1[S:27]([CH2:30][CH3:31])(=[O:28])=[O:29])[C:5]2=[O:32]. The catalyst class is: 17. (3) Reactant: [O:1]=O.[CH2:3]([N:5]1[C:11]2[N:12]=[CH:13][C:14]([CH2:16][CH:17]=C)=[CH:15][C:10]=2[C:9](=[O:19])[N:8]([CH3:20])[C:7]2[CH:21]=[CH:22][CH:23]=[N:24][C:6]1=2)[CH3:4].[BH4-].[Na+].[NH4+].[Cl-]. Product: [CH2:3]([N:5]1[C:11]2[N:12]=[CH:13][C:14]([CH2:16][CH2:17][OH:1])=[CH:15][C:10]=2[C:9](=[O:19])[N:8]([CH3:20])[C:7]2[CH:21]=[CH:22][CH:23]=[N:24][C:6]1=2)[CH3:4]. The catalyst class is: 61. (4) Reactant: [Br:1][CH2:2][CH2:3][CH2:4][C:5](Cl)=[O:6].C(=O)([O-])[O-:9].[K+].[K+].[CH3:14][C@@:15]12[C@H:25]3[C@@H:26]([OH:39])[CH2:27][C@:28]4([CH3:38])[C@@:32]([OH:37])([C:33]([CH2:35][OH:36])=[O:34])[CH2:31][CH2:30][C@H:29]4[C@@H:24]3[CH2:23][CH2:22][C:21]1=[CH:20][C:18](=[O:19])[CH2:17][CH2:16]2. Product: [CH3:14][C@@:15]12[C@H:25]3[C@@H:26]([OH:39])[CH2:27][C@:28]4([CH3:38])[C@@:32]([OH:37])([C:33]([CH2:35][OH:36])=[O:34])[CH2:31][CH2:30][C@H:29]4[C@@H:24]3[CH2:23][CH2:22][C:21]1=[CH:20][C:18](=[O:19])[CH2:17][CH2:16]2.[Br:1][CH2:2][CH2:3][CH2:4][C:5]([O-:6])=[O:9]. The catalyst class is: 22. (5) Reactant: [CH2:1]([O:8][CH2:9][C:10]([CH3:29])([CH3:28])[C:11](=O)[CH2:12][C:13]1[CH:18]=[CH:17][C:16]([O:19][CH3:20])=[C:15]([O:21][CH2:22][CH2:23][CH2:24][O:25][CH3:26])[CH:14]=1)[C:2]1[CH:7]=[CH:6][CH:5]=[CH:4][CH:3]=1.C([O-])(=O)C.[NH4+].[BH3-]C#[N:37].[Na+]. Product: [CH2:1]([O:8][CH2:9][C:10]([CH3:29])([CH3:28])[CH:11]([NH2:37])[CH2:12][C:13]1[CH:18]=[CH:17][C:16]([O:19][CH3:20])=[C:15]([O:21][CH2:22][CH2:23][CH2:24][O:25][CH3:26])[CH:14]=1)[C:2]1[CH:7]=[CH:6][CH:5]=[CH:4][CH:3]=1. The catalyst class is: 5. (6) Reactant: Br[C:2]1[N:10]=[CH:9][N:8]=[C:7]2[C:3]=1[N:4]=[CH:5][NH:6]2.[NH2:11][CH:12]([C:14]1[C:19]([C:20]2[CH:25]=[CH:24][CH:23]=[C:22]([F:26])[CH:21]=2)=[C:18]([N:27]2[CH2:31][CH2:30][CH2:29][C:28]2=[O:32])[C:17]([CH3:33])=[C:16]([Cl:34])[CH:15]=1)[CH3:13].C(N(CC)C(C)C)(C)C. Product: [Cl:34][C:16]1[CH:15]=[C:14]([CH:12]([NH:11][C:2]2[N:10]=[CH:9][N:8]=[C:7]3[C:3]=2[N:4]=[CH:5][NH:6]3)[CH3:13])[C:19]([C:20]2[CH:25]=[CH:24][CH:23]=[C:22]([F:26])[CH:21]=2)=[C:18]([N:27]2[CH2:31][CH2:30][CH2:29][C:28]2=[O:32])[C:17]=1[CH3:33]. The catalyst class is: 32. (7) Reactant: [NH2:1][CH2:2][C:3]1[CH:4]=[C:5]([C:20]2[S:24][C:23]([C@@:25]3([OH:37])[CH2:30][CH2:29][C@H:28]([C:31]([O:33][CH3:34])=[O:32])[C:27]([CH3:36])([CH3:35])[CH2:26]3)=[N:22][CH:21]=2)[CH:6]=[C:7]([NH:9][C:10]2[N:15]=[C:14]([C:16]([F:19])([F:18])[F:17])[CH:13]=[CH:12][N:11]=2)[CH:8]=1.[O-:38][C:39]#[N:40].[K+].C(O)(=O)C.O. Product: [C:39]([NH:1][CH2:2][C:3]1[CH:4]=[C:5]([C:20]2[S:24][C:23]([C@@:25]3([OH:37])[CH2:30][CH2:29][C@H:28]([C:31]([OH:33])=[O:32])[C:27]([CH3:35])([CH3:36])[CH2:26]3)=[N:22][CH:21]=2)[CH:6]=[C:7]([NH:9][C:10]2[N:15]=[C:14]([C:16]([F:17])([F:19])[F:18])[CH:13]=[CH:12][N:11]=2)[CH:8]=1)(=[O:38])[NH2:40].[C:39]([NH:1][CH2:2][C:3]1[CH:4]=[C:5]([C:20]2[S:24][C:23]([C@@:25]3([OH:37])[CH2:30][CH2:29][C@H:28]([C:31]([O:33][CH3:34])=[O:32])[C:27]([CH3:35])([CH3:36])[CH2:26]3)=[N:22][CH:21]=2)[CH:6]=[C:7]([NH:9][C:10]2[N:15]=[C:14]([C:16]([F:18])([F:19])[F:17])[CH:13]=[CH:12][N:11]=2)[CH:8]=1)(=[O:38])[NH2:40]. The catalyst class is: 1.